From a dataset of Full USPTO retrosynthesis dataset with 1.9M reactions from patents (1976-2016). Predict the reactants needed to synthesize the given product. The reactants are: NC1N=[CH:6][C:5]([C:8]2[CH:9]=[CH:10][C:11]3[C:12]4[C:20]([NH:21][CH:22]([CH:26]5[CH2:28][CH2:27]5)[CH:23]5CC5)=[N:19][CH:18]=[C:17]([C:29]([NH2:31])=[O:30])[C:13]=4[NH:14][C:15]=3[CH:16]=2)=CN=1.C([C:34]1[CH:35]=[N:36][CH:37]=[CH:38][CH:39]=1)#C.C(=O)([O-])[O-:41].[Cs+].[Cs+]. Given the product [OH:41][C:26]([CH3:27])([CH3:28])[CH:22]([NH:21][C:20]1[C:12]2[C:11]3[CH:10]=[CH:9][C:8]([C:5]#[C:6][C:34]4[CH:35]=[N:36][CH:37]=[CH:38][CH:39]=4)=[CH:16][C:15]=3[NH:14][C:13]=2[C:17]([C:29]([NH2:31])=[O:30])=[CH:18][N:19]=1)[CH3:23], predict the reactants needed to synthesize it.